This data is from Full USPTO retrosynthesis dataset with 1.9M reactions from patents (1976-2016). The task is: Predict the reactants needed to synthesize the given product. (1) Given the product [Cl:35][CH2:34][C@H:33]([C:32]1[CH:37]=[CH:38][C:29]([F:28])=[CH:30][CH:31]=1)[OH:36], predict the reactants needed to synthesize it. The reactants are: B.O1CCCC1.B1(C)OC(C2C=CC=CC=2)(C2C=CC=CC=2)[C@H]2N1CCC2.[F:28][C:29]1[CH:38]=[CH:37][C:32]([C:33](=[O:36])[CH2:34][Cl:35])=[CH:31][CH:30]=1.Cl. (2) Given the product [Cl:20][C:4]1[C:5]([N+:9]([O-:11])=[O:10])=[C:6]([CH3:8])[CH:7]=[C:2]([Cl:1])[N:3]=1, predict the reactants needed to synthesize it. The reactants are: [Cl:1][C:2]1[CH:7]=[C:6]([CH3:8])[C:5]([N+:9]([O-:11])=[O:10])=[CH:4][N+:3]=1[O-].C([O-])(O)=O.[Na+].O=P(Cl)(Cl)[Cl:20]. (3) Given the product [NH2:10][CH2:11][CH2:12][NH:13][C:14]([CH:16]1[CH2:17][CH2:18][N:19]([C:22]2[C:27]([C:28]3[CH:29]=[CH:30][CH:31]=[CH:32][CH:33]=3)=[CH:26][N:25]=[CH:24][C:23]=2[Cl:34])[CH2:20][CH2:21]1)=[O:15], predict the reactants needed to synthesize it. The reactants are: C(OC(=O)[NH:10][CH2:11][CH2:12][NH:13][C:14]([CH:16]1[CH2:21][CH2:20][N:19]([C:22]2[C:27]([C:28]3[CH:33]=[CH:32][CH:31]=[CH:30][CH:29]=3)=[CH:26][N:25]=[CH:24][C:23]=2[Cl:34])[CH2:18][CH2:17]1)=[O:15])C1C=CC=CC=1.[Si](I)(C)(C)C. (4) Given the product [C:1]([NH:21][C@H:22]([C:24]([OH:26])=[O:25])[CH3:23])(=[O:20])[CH2:2][CH2:3][CH2:4][CH2:5][CH2:6][CH2:7][CH2:8]/[CH:9]=[CH:10]\[CH2:11][CH2:12][CH2:13][CH2:14][CH2:15][CH2:16][CH2:17][CH3:18], predict the reactants needed to synthesize it. The reactants are: [C:1]([OH:20])(=O)[CH2:2][CH2:3][CH2:4][CH2:5][CH2:6][CH2:7][CH2:8]/[CH:9]=[CH:10]\[CH2:11][CH2:12][CH2:13][CH2:14][CH2:15][CH2:16][CH2:17][CH3:18].[NH2:21][C@H:22]([C:24]([OH:26])=[O:25])[CH3:23]. (5) Given the product [CH:26]1([N:9]2[CH2:10][CH2:11][C:6]3([CH2:1][CH2:2][N:3]([C:12]([O:14][C:15]([CH3:18])([CH3:17])[CH3:16])=[O:13])[CH2:4][CH2:5]3)[CH2:7][CH2:8]2)[CH2:28][CH2:27]1, predict the reactants needed to synthesize it. The reactants are: [CH2:1]1[C:6]2([CH2:11][CH2:10][NH:9][CH2:8][CH2:7]2)[CH2:5][CH2:4][N:3]([C:12]([O:14][C:15]([CH3:18])([CH3:17])[CH3:16])=[O:13])[CH2:2]1.C(O)(=O)C.C(O[C:26]1(O[Si](C)(C)C)[CH2:28][CH2:27]1)C.[BH3-]C#N.[Na+].C1COCC1. (6) Given the product [Cl:17][C:12]1[C:11]2[C:10]3[C:9](=[C:20]([CH3:21])[O:19][N:18]=3)[C:8](=[O:22])[N:7]([CH:5]3[CH2:6][CH:2]([NH:1][C:24]([NH:23][C:26]4[CH:31]=[CH:30][CH:29]=[CH:28][CH:27]=4)=[O:25])[CH:3]=[CH:4]3)[C:16]=2[CH:15]=[CH:14][CH:13]=1, predict the reactants needed to synthesize it. The reactants are: [NH2:1][CH:2]1[CH2:6][CH:5]([N:7]2[C:16]3[CH:15]=[CH:14][CH:13]=[C:12]([Cl:17])[C:11]=3[C:10]3=[N:18][O:19][C:20]([CH3:21])=[C:9]3[C:8]2=[O:22])[CH:4]=[CH:3]1.[N:23]([C:26]1[CH:31]=[CH:30][CH:29]=[CH:28][CH:27]=1)=[C:24]=[O:25]. (7) Given the product [ClH:27].[CH2:1]([NH:3][C:4](=[O:5])[C:6]1[CH:7]=[C:8]([F:26])[C:9]([N:13]2[CH2:18][CH2:17][NH:16][CH2:15][CH2:14]2)=[CH:10][C:11]=1[F:12])[CH3:2], predict the reactants needed to synthesize it. The reactants are: [CH2:1]([NH:3][C:4]([C:6]1[C:11]([F:12])=[CH:10][C:9]([N:13]2[CH2:18][CH2:17][N:16](C(OC(C)(C)C)=O)[CH2:15][CH2:14]2)=[C:8]([F:26])[CH:7]=1)=[O:5])[CH3:2].[ClH:27].